Dataset: TCR-epitope binding with 47,182 pairs between 192 epitopes and 23,139 TCRs. Task: Binary Classification. Given a T-cell receptor sequence (or CDR3 region) and an epitope sequence, predict whether binding occurs between them. (1) The epitope is DPFRLLQNSQVFS. The TCR CDR3 sequence is CASSQVRETYEQYF. Result: 0 (the TCR does not bind to the epitope). (2) The epitope is ALSKGVHFV. The TCR CDR3 sequence is CSASSVGTSGPMMFDEQFF. Result: 1 (the TCR binds to the epitope). (3) The epitope is SEETGTLIV. The TCR CDR3 sequence is CASSPTGGYTGELFF. Result: 1 (the TCR binds to the epitope). (4) The epitope is TPINLVRDL. The TCR CDR3 sequence is CASSTYRDPVSEQYF. Result: 1 (the TCR binds to the epitope). (5) The epitope is SEPVLKGVKL. The TCR CDR3 sequence is CASSLGWGVGTEAFF. Result: 0 (the TCR does not bind to the epitope). (6) The epitope is GLCTLVAML. The TCR CDR3 sequence is CASSSDSYEQYF. Result: 1 (the TCR binds to the epitope).